From a dataset of Reaction yield outcomes from USPTO patents with 853,638 reactions. Predict the reaction yield, written as a fraction of the theoretical maximum amount of product (1.0 means a 100% yield; for example, 0.34 means a 34% yield). The reactants are [Li+].CC([N-]C(C)C)C.[C:9]([O:13][C:14]([N:16]1[CH2:21][CH2:20][CH2:19][C:18](=[O:22])[CH2:17]1)=[O:15])([CH3:12])([CH3:11])[CH3:10].C1C=CC(N([S:30]([C:33]([F:36])([F:35])[F:34])(=[O:32])=[O:31])[S:30]([C:33]([F:36])([F:35])[F:34])(=[O:32])=[O:31])=CC=1. The catalyst is C1COCC1. The product is [C:9]([O:13][C:14]([N:16]1[CH2:17][C:18]([O:22][S:30]([C:33]([F:36])([F:35])[F:34])(=[O:32])=[O:31])=[CH:19][CH2:20][CH2:21]1)=[O:15])([CH3:12])([CH3:10])[CH3:11]. The yield is 0.300.